Dataset: NCI-60 drug combinations with 297,098 pairs across 59 cell lines. Task: Regression. Given two drug SMILES strings and cell line genomic features, predict the synergy score measuring deviation from expected non-interaction effect. (1) Drug 1: C1=CN(C(=O)N=C1N)C2C(C(C(O2)CO)O)O.Cl. Drug 2: C1CC(=O)NC(=O)C1N2C(=O)C3=CC=CC=C3C2=O. Cell line: NCI-H226. Synergy scores: CSS=0.00800, Synergy_ZIP=-0.149, Synergy_Bliss=-0.541, Synergy_Loewe=-3.62, Synergy_HSA=-1.98. (2) Drug 1: C1CN1C2=NC(=NC(=N2)N3CC3)N4CC4. Drug 2: CC12CCC3C(C1CCC2OP(=O)(O)O)CCC4=C3C=CC(=C4)OC(=O)N(CCCl)CCCl.[Na+]. Cell line: EKVX. Synergy scores: CSS=14.5, Synergy_ZIP=1.31, Synergy_Bliss=6.75, Synergy_Loewe=4.87, Synergy_HSA=5.31. (3) Drug 1: C1C(C(OC1N2C=C(C(=O)NC2=O)F)CO)O. Drug 2: CN(CCCl)CCCl.Cl. Cell line: SW-620. Synergy scores: CSS=42.2, Synergy_ZIP=-8.54, Synergy_Bliss=-3.84, Synergy_Loewe=-0.505, Synergy_HSA=0.818. (4) Drug 1: C1CCC(C1)C(CC#N)N2C=C(C=N2)C3=C4C=CNC4=NC=N3. Drug 2: CCCCC(=O)OCC(=O)C1(CC(C2=C(C1)C(=C3C(=C2O)C(=O)C4=C(C3=O)C=CC=C4OC)O)OC5CC(C(C(O5)C)O)NC(=O)C(F)(F)F)O. Cell line: LOX IMVI. Synergy scores: CSS=6.37, Synergy_ZIP=0.376, Synergy_Bliss=-6.51, Synergy_Loewe=-2.42, Synergy_HSA=-2.35. (5) Drug 1: C1C(C(OC1N2C=NC3=C(N=C(N=C32)Cl)N)CO)O. Drug 2: COC1=NC(=NC2=C1N=CN2C3C(C(C(O3)CO)O)O)N. Cell line: IGROV1. Synergy scores: CSS=-0.432, Synergy_ZIP=0.0536, Synergy_Bliss=0.0333, Synergy_Loewe=-2.88, Synergy_HSA=-2.12. (6) Drug 1: CC1C(C(CC(O1)OC2CC(CC3=C2C(=C4C(=C3O)C(=O)C5=C(C4=O)C(=CC=C5)OC)O)(C(=O)CO)O)N)O.Cl. Drug 2: CC12CCC3C(C1CCC2=O)CC(=C)C4=CC(=O)C=CC34C. Cell line: SN12C. Synergy scores: CSS=-0.0580, Synergy_ZIP=1.74, Synergy_Bliss=1.91, Synergy_Loewe=1.14, Synergy_HSA=0.561. (7) Drug 1: CN(C)N=NC1=C(NC=N1)C(=O)N. Cell line: MALME-3M. Synergy scores: CSS=33.2, Synergy_ZIP=-7.92, Synergy_Bliss=-2.23, Synergy_Loewe=-65.4, Synergy_HSA=-4.04. Drug 2: C1=CN(C(=O)N=C1N)C2C(C(C(O2)CO)O)O.Cl. (8) Drug 1: CNC(=O)C1=CC=CC=C1SC2=CC3=C(C=C2)C(=NN3)C=CC4=CC=CC=N4. Drug 2: CC1C(C(CC(O1)OC2CC(OC(C2O)C)OC3=CC4=CC5=C(C(=O)C(C(C5)C(C(=O)C(C(C)O)O)OC)OC6CC(C(C(O6)C)O)OC7CC(C(C(O7)C)O)OC8CC(C(C(O8)C)O)(C)O)C(=C4C(=C3C)O)O)O)O. Cell line: PC-3. Synergy scores: CSS=-1.08, Synergy_ZIP=1.06, Synergy_Bliss=-2.09, Synergy_Loewe=-2.44, Synergy_HSA=-4.42.